Dataset: Catalyst prediction with 721,799 reactions and 888 catalyst types from USPTO. Task: Predict which catalyst facilitates the given reaction. Reactant: [CH3:1][S:2]([N:5]1[CH2:15][CH2:14][C:8]2[N:9]=[C:10]([OH:13])[N:11]=[CH:12][C:7]=2[CH2:6]1)(=[O:4])=[O:3].CS(O[CH2:21][CH2:22][O:23][CH:24]1[CH2:29][CH2:28][N:27]([C:30]2[N:35]=[CH:34][C:33]([CH2:36][CH3:37])=[CH:32][N:31]=2)[CH2:26][CH2:25]1)(=O)=O.C([O-])([O-])=O.[Cs+].[Cs+]. Product: [CH2:36]([C:33]1[CH:34]=[N:35][C:30]([N:27]2[CH2:26][CH2:25][CH:24]([O:23][CH2:22][CH2:21][O:13][C:10]3[N:11]=[CH:12][C:7]4[CH2:6][N:5]([S:2]([CH3:1])(=[O:3])=[O:4])[CH2:15][CH2:14][C:8]=4[N:9]=3)[CH2:29][CH2:28]2)=[N:31][CH:32]=1)[CH3:37]. The catalyst class is: 10.